This data is from Catalyst prediction with 721,799 reactions and 888 catalyst types from USPTO. The task is: Predict which catalyst facilitates the given reaction. (1) Reactant: [NH:1]1[C:9]2[C:4](=[CH:5][CH:6]=[CH:7][CH:8]=2)[C:3](/[CH:10]=[C:11]2\[O:12][C:13]3[C:20]([CH2:21][N:22]4[CH2:27][CH2:26][N:25](C(OC(C)(C)C)=O)[CH2:24][CH2:23]4)=[C:19]([OH:35])[C:18]([Cl:36])=[CH:17][C:14]=3[C:15]\2=[O:16])=[CH:2]1.[ClH:37]. Product: [ClH:36].[ClH:37].[NH:1]1[C:9]2[C:4](=[CH:5][CH:6]=[CH:7][CH:8]=2)[C:3](/[CH:10]=[C:11]2\[O:12][C:13]3[C:20]([CH2:21][N:22]4[CH2:23][CH2:24][NH:25][CH2:26][CH2:27]4)=[C:19]([OH:35])[C:18]([Cl:36])=[CH:17][C:14]=3[C:15]\2=[O:16])=[CH:2]1. The catalyst class is: 135. (2) Reactant: Br[C:2]1[CH:3]=[N:4][C:5]([NH2:8])=[N:6][CH:7]=1.[Br:9][C:10]1[CH:15]=[CH:14][C:13](B(O)O)=[CH:12][C:11]=1[F:19].P([O-])([O-])([O-])=O.[K+].[K+].[K+].O. Product: [Br:9][C:10]1[CH:15]=[CH:14][C:13]([C:2]2[CH:3]=[N:4][C:5]([NH2:8])=[N:6][CH:7]=2)=[CH:12][C:11]=1[F:19]. The catalyst class is: 77.